This data is from Forward reaction prediction with 1.9M reactions from USPTO patents (1976-2016). The task is: Predict the product of the given reaction. (1) Given the reactants [CH3:1][O:2][C:3]1[CH:12]=[CH:11][C:6]2[C:7](=[O:10])[CH2:8][O:9][C:5]=2[C:4]=1[C:13]#[C:14][CH:15]1[CH2:20][CH2:19][N:18]([C:21]([O:23][C:24]([CH3:27])([CH3:26])[CH3:25])=[O:22])[CH2:17][CH2:16]1, predict the reaction product. The product is: [CH3:1][O:2][C:3]1[CH:12]=[CH:11][C:6]2[C:7](=[O:10])[CH2:8][O:9][C:5]=2[C:4]=1/[CH:13]=[CH:14]\[CH:15]1[CH2:20][CH2:19][N:18]([C:21]([O:23][C:24]([CH3:27])([CH3:26])[CH3:25])=[O:22])[CH2:17][CH2:16]1. (2) Given the reactants C([O:3][C:4](=[O:36])[CH2:5][O:6][C:7]1[CH:12]=[CH:11][C:10]([S:13][CH2:14][C:15]2[CH:20]=[C:19]([C:21]#[C:22][CH2:23][N:24]3[CH2:29][CH2:28][O:27][CH2:26][CH2:25]3)[CH:18]=[C:17]([O:30][CH2:31][CH:32]([CH3:34])[CH3:33])[CH:16]=2)=[CH:9][C:8]=1[CH3:35])C.[OH-].[Na+].Cl, predict the reaction product. The product is: [CH2:31]([O:30][C:17]1[CH:16]=[C:15]([CH:20]=[C:19]([C:21]#[C:22][CH2:23][N:24]2[CH2:25][CH2:26][O:27][CH2:28][CH2:29]2)[CH:18]=1)[CH2:14][S:13][C:10]1[CH:11]=[CH:12][C:7]([O:6][CH2:5][C:4]([OH:36])=[O:3])=[C:8]([CH3:35])[CH:9]=1)[CH:32]([CH3:34])[CH3:33]. (3) Given the reactants [Cl:1][C:2]1[CH:3]=[C:4]([C:13]2[CH:18]=[CH:17][CH:16]=[CH:15][CH:14]=2)[CH:5]=[CH:6][C:7]=1[C:8]#[C:9][C:10]([OH:12])=O.[Cl:19][C:20]1[CH:21]=[C:22]([NH2:34])[CH:23]=[CH:24][C:25]=1[O:26][CH2:27][CH2:28][N:29]([CH2:32][CH3:33])[CH2:30][CH3:31].ClCl.ClCCl.CO.N, predict the reaction product. The product is: [ClH:1].[Cl:19][C:20]1[CH:21]=[C:22]([NH:34][C:10](=[O:12])[C:9]#[C:8][C:7]2[CH:6]=[CH:5][C:4]([C:13]3[CH:18]=[CH:17][CH:16]=[CH:15][CH:14]=3)=[CH:3][C:2]=2[Cl:1])[CH:23]=[CH:24][C:25]=1[O:26][CH2:27][CH2:28][N:29]([CH2:32][CH3:33])[CH2:30][CH3:31]. (4) Given the reactants C([N:4]1[C:12]2[C:11]3=[N:13][N:14]=[N:15][N:10]3[C:9](=[O:16])[N:8]([CH2:17][CH2:18][CH2:19][CH2:20][CH3:21])[C:7]=2[N:6]=[CH:5]1)C=C.N1CCOCC1.N#N.Cl, predict the reaction product. The product is: [CH2:17]([N:8]1[C:7]2[N:6]=[CH:5][NH:4][C:12]=2[C:11]2=[N:13][N:14]=[N:15][N:10]2[C:9]1=[O:16])[CH2:18][CH2:19][CH2:20][CH3:21]. (5) Given the reactants [Br:1][C:2]1[C:9]([CH3:10])=[CH:8][CH:7]=[CH:6][C:3]=1[CH2:4]Br.[C-:11]#[N:12].[K+], predict the reaction product. The product is: [Br:1][C:2]1[C:9]([CH3:10])=[CH:8][CH:7]=[CH:6][C:3]=1[CH2:4][C:11]#[N:12]. (6) Given the reactants N#N.[NH:3]1[C:7]2[CH:8]=[CH:9][CH:10]=[CH:11][C:6]=2[N:5]=[C:4]1[C@H:12]([NH2:22])[CH2:13][C:14]1[CH:19]=[CH:18][C:17]([CH2:20][F:21])=[CH:16][CH:15]=1.[C:23](N1C=CN=C1)(N1C=CN=C1)=[O:24].O, predict the reaction product. The product is: [F:21][CH2:20][C:17]1[CH:18]=[CH:19][C:14]([CH2:13][C@@H:12]2[C:4]3=[N:5][C:6]4[CH:11]=[CH:10][CH:9]=[CH:8][C:7]=4[N:3]3[C:23](=[O:24])[NH:22]2)=[CH:15][CH:16]=1.